Dataset: Peptide-MHC class I binding affinity with 185,985 pairs from IEDB/IMGT. Task: Regression. Given a peptide amino acid sequence and an MHC pseudo amino acid sequence, predict their binding affinity value. This is MHC class I binding data. The peptide sequence is YIVAYQATV. The MHC is HLA-A02:03 with pseudo-sequence HLA-A02:03. The binding affinity (normalized) is 0.746.